This data is from Forward reaction prediction with 1.9M reactions from USPTO patents (1976-2016). The task is: Predict the product of the given reaction. Given the reactants [C:1]([C:9]1[CH:10]=[N:11][C:12]2[C:17]([C:18]=1[C:19]1[CH:20]=[C:21]([CH:24]=[CH:25][CH:26]=1)[CH:22]=O)=[CH:16][CH:15]=[CH:14][C:13]=2[C:27]([F:30])([F:29])[F:28])(=[O:8])[C:2]1[CH:7]=[CH:6][CH:5]=[CH:4][CH:3]=1.[NH2:31][C:32]1[CH:37]=[CH:36][C:35]([CH2:38][CH2:39][C:40]([OH:42])=[O:41])=[CH:34][CH:33]=1, predict the reaction product. The product is: [C:1]([C:9]1[CH:10]=[N:11][C:12]2[C:17]([C:18]=1[C:19]1[CH:20]=[C:21]([CH:24]=[CH:25][CH:26]=1)[CH2:22][NH:31][C:32]1[CH:33]=[CH:34][C:35]([CH2:38][CH2:39][C:40]([OH:42])=[O:41])=[CH:36][CH:37]=1)=[CH:16][CH:15]=[CH:14][C:13]=2[C:27]([F:30])([F:29])[F:28])(=[O:8])[C:2]1[CH:3]=[CH:4][CH:5]=[CH:6][CH:7]=1.